Dataset: Reaction yield outcomes from USPTO patents with 853,638 reactions. Task: Predict the reaction yield, written as a fraction of the theoretical maximum amount of product (1.0 means a 100% yield; for example, 0.34 means a 34% yield). (1) The reactants are [CH3:1][N:2]([CH2:4][C:5]1[CH:6]=[C:7]([C:11]2[NH:40][C:14]3=[N:15][CH:16]=[CH:17][C:18]([C:19]4[C:20]([C:28]5[CH:33]=[CH:32][C:31]([NH:34][C:35](=[O:39])[N:36]([CH3:38])[CH3:37])=[CH:30][CH:29]=5)=[N:21][N:22]([CH2:24][CH2:25][NH:26][CH3:27])[CH:23]=4)=[C:13]3[CH:12]=2)[CH:8]=[CH:9][CH:10]=1)[CH3:3].[OH-].[Na+].CC(O[C:47]([CH3:49])=[O:48])=O. The catalyst is CO.O. The product is [CH3:37][N:36]([CH3:38])[C:35]([NH:34][C:31]1[CH:30]=[CH:29][C:28]([C:20]2[C:19]([C:18]3[CH:17]=[CH:16][N:15]=[C:14]4[NH:40][C:11]([C:7]5[CH:8]=[CH:9][CH:10]=[C:5]([CH2:4][N:2]([CH3:1])[CH3:3])[CH:6]=5)=[CH:12][C:13]=34)=[CH:23][N:22]([CH2:24][CH2:25][N:26]([CH3:27])[C:47](=[O:48])[CH3:49])[N:21]=2)=[CH:33][CH:32]=1)=[O:39]. The yield is 0.900. (2) The reactants are [Br:1][C:2]1[CH:7]=[CH:6][C:5]([CH:8]2[C:16]3[C:11](=[CH:12][CH:13]=[CH:14][CH:15]=3)[N:10]([CH2:17][C:18]3[O:19][C:20]([C:23]([F:26])([F:25])[F:24])=[CH:21][CH:22]=3)[C:9]2=[O:27])=[C:4]([OH:28])[CH:3]=1.Cl[CH2:30]I.C(=O)([O-])[O-].[Cs+].[Cs+]. The catalyst is O1CCCC1. The product is [Br:1][C:2]1[CH:7]=[CH:6][C:5]2[C:8]3([CH2:30][O:28][C:4]=2[CH:3]=1)[C:16]1[C:11](=[CH:12][CH:13]=[CH:14][CH:15]=1)[N:10]([CH2:17][C:18]1[O:19][C:20]([C:23]([F:26])([F:25])[F:24])=[CH:21][CH:22]=1)[C:9]3=[O:27]. The yield is 0.780. (3) The yield is 0.520. The reactants are Cl.[I:2][C:3]1[CH:8]=[CH:7][C:6]([CH:9]([NH2:14])[CH2:10][CH:11]([CH3:13])[CH3:12])=[CH:5][CH:4]=1.F[C:16]1[CH:25]=[CH:24][C:19]([C:20]([O:22][CH3:23])=[O:21])=[CH:18][N:17]=1.C(=O)([O-])[O-].[K+].[K+]. The product is [I:2][C:3]1[CH:4]=[CH:5][C:6]([CH:9]([NH:14][C:16]2[CH:25]=[CH:24][C:19]([C:20]([O:22][CH3:23])=[O:21])=[CH:18][N:17]=2)[CH2:10][CH:11]([CH3:12])[CH3:13])=[CH:7][CH:8]=1. The catalyst is CN(C)C=O.O.C(OCC)(=O)C. (4) The reactants are [CH2:1]([P:3]([C:10]([C:12]1[CH:17]=[CH:16][CH:15]=[CH:14][CH:13]=1)=[CH2:11])(=[O:9])[O:4][CH2:5][CH2:6][CH2:7][CH3:8])[CH3:2].P(OC1C=CC=CC=1)(OC1C=CC=CC=1)OC1C=CC=CC=1.C1(B(C2C=CC=CC=2)C2C=CC=CC=2)C=CC=CC=1.[CH:59]#[N:60]. The catalyst is C1CC=CCCC=C1.C1CC=CCCC=C1.[Ni]. The product is [CH2:1]([P:3]([CH:10]([C:12]1[CH:13]=[CH:14][CH:15]=[CH:16][CH:17]=1)[CH2:11][C:59]#[N:60])(=[O:9])[O:4][CH2:5][CH2:6][CH2:7][CH3:8])[CH3:2]. The yield is 0.890. (5) The reactants are [C:1]([CH2:3][CH2:4][N:5]([CH3:23])[C:6](=[O:22])[C:7]1[CH:12]=[CH:11][CH:10]=[CH:9][C:8]=1[NH:13][C:14]1[C:19]([Cl:20])=[CH:18][N:17]=[C:16](Cl)[N:15]=1)#[N:2].[NH2:24][C:25]1[CH:26]=[CH:27][C:28]2[N:34]([CH3:35])[C:33](=[O:36])[CH2:32][CH2:31][CH2:30][C:29]=2[CH:37]=1.C12(CS(O)(=O)=O)C(C)(C)C(CC1)CC2=O.C(=O)(O)[O-].[Na+]. The catalyst is C(O)(C)C. The product is [Cl:20][C:19]1[C:14]([NH:13][C:8]2[CH:9]=[CH:10][CH:11]=[CH:12][C:7]=2[C:6]([N:5]([CH2:4][CH2:3][C:1]#[N:2])[CH3:23])=[O:22])=[N:15][C:16]([NH:24][C:25]2[CH:26]=[CH:27][C:28]3[N:34]([CH3:35])[C:33](=[O:36])[CH2:32][CH2:31][CH2:30][C:29]=3[CH:37]=2)=[N:17][CH:18]=1. The yield is 0.350. (6) The reactants are [Cl:1][C:2]1[CH:3]=[C:4]([CH:27]=[CH:28][C:29]=1[F:30])[NH:5][C:6]1[C:15]2[C:10](=[CH:11][C:12]([O:22][CH2:23][CH2:24][CH2:25]Cl)=[CH:13][C:14]=2[O:16][CH:17]2[CH2:21][CH2:20][O:19][CH2:18]2)[N:9]=[CH:8][N:7]=1.[CH2:31]([N:34]1[CH2:39][CH2:38][NH:37][CH2:36][CH2:35]1)[C:32]#[CH:33]. No catalyst specified. The product is [Cl:1][C:2]1[CH:3]=[C:4]([CH:27]=[CH:28][C:29]=1[F:30])[NH:5][C:6]1[C:15]2[C:10](=[CH:11][C:12]([O:22][CH2:23][CH2:24][CH2:25][N:37]3[CH2:38][CH2:39][N:34]([CH2:31][C:32]#[CH:33])[CH2:35][CH2:36]3)=[CH:13][C:14]=2[O:16][CH:17]2[CH2:21][CH2:20][O:19][CH2:18]2)[N:9]=[CH:8][N:7]=1. The yield is 0.530.